This data is from Full USPTO retrosynthesis dataset with 1.9M reactions from patents (1976-2016). The task is: Predict the reactants needed to synthesize the given product. (1) Given the product [CH2:20]([O:22][C:23]([C:24]1[C:9]([C:3]2[C:2]([Cl:1])=[CH:7][C:6]([Cl:8])=[CH:5][N:4]=2)=[N:10][O:11][C:25]=1[CH3:26])=[O:27])[CH3:21], predict the reactants needed to synthesize it. The reactants are: [Cl:1][C:2]1[C:3]([CH:9]=[N:10][OH:11])=[N:4][CH:5]=[C:6]([Cl:8])[CH:7]=1.ClN1C(=O)CCC1=O.[CH2:20]([O:22][C:23](=[O:27])[C:24]#[C:25][CH3:26])[CH3:21].C(N(CC)CC)C. (2) Given the product [Cl:2][C:3]1[CH:9]=[CH:8][C:7]([O:10][CH3:11])=[CH:6][C:4]=1[NH:5][C:17]([NH2:18])=[O:16], predict the reactants needed to synthesize it. The reactants are: Cl.[Cl:2][C:3]1[CH:9]=[CH:8][C:7]([O:10][CH3:11])=[CH:6][C:4]=1[NH2:5].C(O)(=O)C.[O-:16][C:17]#[N:18].[K+].